From a dataset of Catalyst prediction with 721,799 reactions and 888 catalyst types from USPTO. Predict which catalyst facilitates the given reaction. (1) Reactant: [C:1]([NH:5][C:6]([C:8]1[C:16]2[C:11](=[N:12][CH:13]=[C:14]([C:17]3[C:25]4[C:20](=[CH:21][CH:22]=[C:23]([O:26][CH:27]([F:29])[F:28])[CH:24]=4)[N:19]([CH2:30][C:31](=[O:43])[N:32]4[CH2:37][CH2:36][N:35]([CH2:38][C:39]([F:42])([F:41])[F:40])[CH2:34][CH2:33]4)[N:18]=3)[N:15]=2)[N:10](COCC[Si](C)(C)C)[CH:9]=1)=[O:7])([CH3:4])([CH3:3])[CH3:2].FC(F)(F)C(O)=O. Product: [C:1]([NH:5][C:6]([C:8]1[C:16]2[C:11](=[N:12][CH:13]=[C:14]([C:17]3[C:25]4[C:20](=[CH:21][CH:22]=[C:23]([O:26][CH:27]([F:28])[F:29])[CH:24]=4)[N:19]([CH2:30][C:31](=[O:43])[N:32]4[CH2:37][CH2:36][N:35]([CH2:38][C:39]([F:40])([F:41])[F:42])[CH2:34][CH2:33]4)[N:18]=3)[N:15]=2)[NH:10][CH:9]=1)=[O:7])([CH3:4])([CH3:2])[CH3:3]. The catalyst class is: 429. (2) Reactant: Cl[C:2]1[CH:7]=[C:6]([O:8][CH2:9][CH3:10])[N:5]=[C:4]([S:11][CH3:12])[N:3]=1.[C:13]([C:16]1[S:20][C:19](B(O)O)=[CH:18][CH:17]=1)(=[O:15])[CH3:14].C(=O)([O-])[O-].O. Product: [CH2:9]([O:8][C:6]1[N:5]=[C:4]([S:11][CH3:12])[N:3]=[C:2]([C:19]2[S:20][C:16]([C:13](=[O:15])[CH3:14])=[CH:17][CH:18]=2)[CH:7]=1)[CH3:10]. The catalyst class is: 3. (3) Reactant: Cl[C:2]1[N:10]=[C:9]2[C:5]([N:6]=[CH:7][N:8]2[C@@H:11]2[CH2:15][C@H:14]([NH:16][C:17](=[O:20])[CH2:18][CH3:19])[C@@H:13]([OH:21])[C@H:12]2[OH:22])=[C:4]([NH:23][CH2:24][CH:25]([C:32]2[CH:37]=[CH:36][CH:35]=[CH:34][CH:33]=2)[C:26]2[CH:31]=[CH:30][CH:29]=[CH:28][CH:27]=2)[N:3]=1.O.[NH2:39][NH2:40].C(O)(C)C.C(O)=O. Product: [C:26]1([CH:25]([C:32]2[CH:37]=[CH:36][CH:35]=[CH:34][CH:33]=2)[CH2:24][NH:23][C:4]2[N:3]=[C:2]([NH:39][NH2:40])[N:10]=[C:9]3[C:5]=2[N:6]=[CH:7][N:8]3[C@@H:11]2[CH2:15][C@H:14]([NH:16][C:17](=[O:20])[CH2:18][CH3:19])[C@@H:13]([OH:21])[C@H:12]2[OH:22])[CH:31]=[CH:30][CH:29]=[CH:28][CH:27]=1. The catalyst class is: 10. (4) Reactant: [C:1]([C:3]1[CH:8]=[CH:7][C:6]([OH:9])=[CH:5][CH:4]=1)#[N:2].C(=O)([O-])[O-].[K+].[K+].Br.[N:17]1[CH:22]=[CH:21][CH:20]=[CH:19][C:18]=1[CH2:23]Br. Product: [N:17]1[CH:22]=[CH:21][CH:20]=[CH:19][C:18]=1[CH2:23][O:9][C:6]1[CH:7]=[CH:8][C:3]([C:1]#[N:2])=[CH:4][CH:5]=1. The catalyst class is: 391. (5) Product: [N+:1]([C:4]1[C:5](=[O:18])[N:6]([CH2:10][C:11]([OH:13])=[O:12])[CH:7]=[CH:8][CH:9]=1)([O-:3])=[O:2]. Reactant: [N+:1]([C:4]1[C:5](=[O:18])[N:6]([CH2:10][C:11]([O:13]C(C)(C)C)=[O:12])[CH:7]=[CH:8][CH:9]=1)([O-:3])=[O:2].FC(F)(F)C(O)=O. The catalyst class is: 4. (6) Reactant: [CH:1]1[C:2]([CH2:10][C@@H:11]([NH2:28])[CH2:12][C:13]([N:15]2[CH2:27][C:19]3=[N:20][N:21]=[C:22]([C:23]([F:26])([F:25])[F:24])[N:18]3[CH2:17][CH2:16]2)=[O:14])=[C:3]([F:9])[CH:4]=[C:5]([F:8])[C:6]=1[F:7].[C:29]([OH:34])(=[O:33])[C:30]([OH:32])=[O:31]. Product: [CH:1]1[C:2]([CH2:10][C@@H:11]([NH2:28])[CH2:12][C:13]([N:15]2[CH2:27][C:19]3=[N:20][N:21]=[C:22]([C:23]([F:26])([F:25])[F:24])[N:18]3[CH2:17][CH2:16]2)=[O:14])=[C:3]([F:9])[CH:4]=[C:5]([F:8])[C:6]=1[F:7].[C:29]([O-:34])(=[O:33])[C:30]([O-:32])=[O:31]. The catalyst class is: 8. (7) Reactant: [Cl:1][C:2]1[C:11]2[C:6](=[CH:7][CH:8]=[C:9]([OH:12])[CH:10]=2)[N:5]=[CH:4][CH:3]=1.Br[CH2:14][C:15]#[N:16].C(=O)([O-])[O-].[K+].[K+].O. Product: [Cl:1][C:2]1[C:11]2[C:6](=[CH:7][CH:8]=[C:9]([O:12][CH2:14][C:15]#[N:16])[CH:10]=2)[N:5]=[CH:4][CH:3]=1. The catalyst class is: 9.